From a dataset of Drug-target binding data from BindingDB using Ki measurements. Regression. Given a target protein amino acid sequence and a drug SMILES string, predict the binding affinity score between them. We predict pKi (pKi = -log10(Ki in M); higher means stronger inhibition). Dataset: bindingdb_ki. (1) The drug is CSCC[C@H](NC(=O)[C@H](CC(C)C)NC(=O)[C@H](Cc1cnc[nH]1)NC(=O)CNC(=O)[C@@H](NC(=O)[C@H](C)NC(=O)[C@H](Cc1c[nH]c2ccccc12)NC(=O)[C@H](CCC(N)=O)NC(=O)[C@H](N)Cc1ccccc1)C(C)C)C(N)=O. The target protein sequence is MSAIPLNRILPLGFLLIFSFISLSSCMEFVEDPNNQGGLNLQQRLGNQWAVGHLMGKKSLQDTDFEEMESFAKRNVENMKAESERELRHAQLVVRNILEQYLKNMQN. The pKi is 8.3. (2) The compound is O=C(O)/C=C/c1cn(Cc2ccccc2F)c2ccccc12. The target protein (P70623) has sequence MCDAFVGTWKLVSSENFDDYMKEVGVGFATRKVAGMAKPNLIISVEGDLVVIRSESTFKNTEISFKLGVEFDEITPDDRKVKSIITLDGGVLVHVQKWDGKSTTIKKRRDGDKLVVECVMKGVTSTRVYERA. The pKi is 7.5. (3) The compound is Oc1cc2c(cc1O)[C@@H]1c3ccccc3CN[C@@H]1CC2. The target protein sequence is MDPLNLSWYDDDLERQNWSRPFNGSEGKADRPHYNYYAMLLTLLIFIIVFGNVLVCMAVSREKALQTTTNYLIVSLAVADLLVATLVMPWVVYLEVVGEWKFSRIHCDIFVTLDVMMCTASILNLCAISIDRYTAVAMPMLYNTRYSSKRRVTVMIAIVWVLSFTISCPLLFGLNNTDQNECIIANPAFVVYSSIVSFYVPFIVTLLVYIKIYIVLRKRRKRVNTKRSSRAFRANLKTPLKGNCTHPEDMKLCTVIMKSNGSFPVNRRRMDAARRAQELEMEMLSSTSPPERTRYSPIPPSHHQLTLPDPSHHGLHSNPDSPAKPEKNGHAKIVNPRIAKFFEIQTMPNGKTRTSLKTMSRRKLSQQKEKKATQMLAIVLGVFIICWLPFFITHILNIHCDCNIPPVLYSAFTWLGYVNSAVNPIIYTTFNIEFRKAFMKILHC. The pKi is 7.8. (4) The small molecule is COc1cccc(OC)c1-c1cc(C(=O)N[C@H](C(=O)O)C2CCCCC2)nn1-c1ccc(F)cc1. The target protein (Q63384) has sequence METSSPWPPRPSPSAGLSLEARLGVDTRLWAKVLFTALYSLIFAFGTAGNALSVHVVLKARAGRPGRLRYHVLSLALSALLLLLVSMPMELYNFVWSHYPWVFGDLGCRGYYFVRELCAYATVLSVASLSAERCLAVCQPLRARRLLTPRRTRRLLSLVWVASLGLALPMAVIMGQKHEVESADGEPEPASRVCTVLVSRATLQVFIQVNVLVSFALPLALTAFLNGITVNHLMALYSQVPSASAQVSSIPSRLELLSEEGLLGFITWRKTLSLGVQASLVRHKDASQIRSLQHSAQVLRAIVAVYVICWLPYHARRLMYCYIPDDGWTNELYDFYHYFYMVTNTLFYVSSAVTPILYNAVSSSFRKLFLESLGSLCGEQHSLVPLPQEAPESTTSTYSFRLWGSPRNPSLGEIQV. The pKi is 6.2. (5) The drug is Cc1ccc2c(N3CCN(CCc4c(C)ccc5c4ccc(=O)n5C)[C@@H](C)C3)cccc2n1. The target protein (P11308) has sequence MIQTVPDPAAHIKEALSVVSEDQSLFECAYGTPHLAKTEMTASSSSDYGQTSKMSPRVPQQDWLSQPPARVTIKMECNPSQVNGSRNSPDECSVAKGGKMVGSPDTVGMNYGSYMEEKHMPPPNMTTNERRVIVPADPTLWSTDHVRQWLEWAVKEYGLPDVNILLFQNIDGKELCKMTKDDFQRLTPSYNADILLSHLHYLRETPLPHLTSDDVDKALQNSPRLMHARNTGGAAFIFPNTSVYPEATQRITTRPDLPYEPPRRSAWTGHGHPTPQSKAAQPSPSTVPKTEDQRPQLDPYQILGPTSSRLANPGSGQIQLWQFLLELLSDSSNSSCITWEGTNGEFKMTDPDEVARRWGERKSKPNMNYDKLSRALRYYYDKNIMTKVHGKRYAYKFDFHGIAQALQPHPPESSLYKYPSDLPYMGSYHAHPQKMNFVAPHPPALPVTSSSFFAAPNPYWNSPTGGIYPNTRLPTSHMPSHLGTYY. The pKi is 5.8. (6) The compound is CC(C)C[C@H](NCCN)c1cccc(F)c1N1CCN(C(=O)[C@@H](Cc2ccc(Cl)cc2Cl)N2CCCC2=O)CC1. The target protein (P32244) has sequence MNSSCCPSSSYPTLPNLSQHPAAPSASNRSGSGFCEQVFIKPEVFLALGIVSLMENILVILAVVRNGNLHSPMYFFLCSLAAADMLVSLSNSLETIMIVVINSDSLTLEDQFIQHMDNIFDSMICISLVASICNLLAIAVDRYVTIFYALRYHSIMTVRKALSLIVAIWVCCGICGVMFIVYSESKMVIVCLITMFFAMVLLMGTLYIHMFLFARLHVQRIAALPPADGVAPQQHSCMKGAVTITILLGVFIFCWAPFFLHLVLIITCPTNPYCICYTAHFNTYLVLIMCNSVIDPLIYAFRSLELRNTFKEILCGCNGMNVG. The pKi is 6.6.